This data is from Reaction yield outcomes from USPTO patents with 853,638 reactions. The task is: Predict the reaction yield, written as a fraction of the theoretical maximum amount of product (1.0 means a 100% yield; for example, 0.34 means a 34% yield). The reactants are [NH2:1][C:2]1[C:11]([N+:12]([O-:14])=[O:13])=[CH:10][C:5]2[NH:6][C:7](=[O:9])[O:8][C:4]=2[CH:3]=1.[CH2:15]([CH:22]1[CH2:27][CH2:26][N:25]([C:28](=[O:32])[C:29](Cl)=[O:30])[CH2:24][CH2:23]1)[C:16]1[CH:21]=[CH:20][CH:19]=[CH:18][CH:17]=1. The catalyst is C(Cl)(Cl)Cl. The product is [CH2:15]([CH:22]1[CH2:23][CH2:24][N:25]([C:28](=[O:32])[C:29]([NH:1][C:2]2[C:11]([N+:12]([O-:14])=[O:13])=[CH:10][C:5]3[NH:6][C:7](=[O:9])[O:8][C:4]=3[CH:3]=2)=[O:30])[CH2:26][CH2:27]1)[C:16]1[CH:17]=[CH:18][CH:19]=[CH:20][CH:21]=1. The yield is 0.470.